Binary Classification. Given a miRNA mature sequence and a target amino acid sequence, predict their likelihood of interaction. From a dataset of Experimentally validated miRNA-target interactions with 360,000+ pairs, plus equal number of negative samples. The miRNA is hsa-miR-4743-3p with sequence UUUCUGUCUUUUCUGGUCCAG. The protein sequence of the target gene is MFSHLPFDCVLLLLLLLLTRSSEVEYRAEVGQNAYLPCFYTPAAPGNLVPVCWGKGACPVFECGNVVLRTDERDVNYWTSRYWLNGDFRKGDVSLTIENVTLADSGIYCCRIQIPGIMNDEKFNLKLVIKPAKVTPAPTRQRDFTAAFPRMLTTRGHGPAETQTLGSLPDINLTQISTLANELRDSRLANDLRDSGATIRIGIYIGAGICAGLALALIFGALIFKWYSHSKEKIQNLSLISLANLPPSGLANAVAEGIRSEENIYTIEENVYEVEEPNEYYCYVSSRQQPSQPLGCRFAM.... Result: 0 (no interaction).